From a dataset of Forward reaction prediction with 1.9M reactions from USPTO patents (1976-2016). Predict the product of the given reaction. (1) Given the reactants [Cl:1][C:2]1[CH:7]=[CH:6][C:5]([C:8]2[CH:13]=[C:12]([CH2:14][CH2:15][CH3:16])[N:11]3[N:17]=[CH:18][C:19]([C:20](O)=[O:21])=[C:10]3[N:9]=2)=[CH:4][CH:3]=1.[NH2:23][C:24]1[CH:25]=[C:26]([S:30]([NH:33][C:34]([CH3:38])([CH3:37])[CH2:35][OH:36])(=[O:32])=[O:31])[CH:27]=[CH:28][CH:29]=1, predict the reaction product. The product is: [OH:36][CH2:35][C:34]([NH:33][S:30]([C:26]1[CH:25]=[C:24]([NH:23][C:20]([C:19]2[CH:18]=[N:17][N:11]3[C:12]([CH2:14][CH2:15][CH3:16])=[CH:13][C:8]([C:5]4[CH:6]=[CH:7][C:2]([Cl:1])=[CH:3][CH:4]=4)=[N:9][C:10]=23)=[O:21])[CH:29]=[CH:28][CH:27]=1)(=[O:32])=[O:31])([CH3:38])[CH3:37]. (2) Given the reactants [Br:1][C:2]1[N:7]=[C:6]([CH2:8][C:9](O)=[O:10])[CH:5]=[CH:4][CH:3]=1.[BH4-].[Na+].B(F)(F)F.CCOCC, predict the reaction product. The product is: [Br:1][C:2]1[N:7]=[C:6]([CH2:8][CH2:9][OH:10])[CH:5]=[CH:4][CH:3]=1. (3) Given the reactants CC1C=C2N=C3C(=NC(NC3=O)=O)N(C[C@H](O)[C@H](O)[C@H](O)CO)C2=CC=1C.[F:28][C:29]([F:51])([F:50])[C:30]([CH3:49])([O:32][C:33]1[CH:38]=[CH:37][C:36]([N+:39]([O-])=O)=[CH:35][C:34]=1[N:42]1[C:46](=[O:47])[N:45]([CH3:48])[N:44]=[N:43]1)[CH3:31], predict the reaction product. The product is: [F:51][C:29]([F:28])([F:50])[C:30]([CH3:31])([O:32][C:33]1[CH:38]=[CH:37][C:36]([NH2:39])=[CH:35][C:34]=1[N:42]1[C:46](=[O:47])[N:45]([CH3:48])[N:44]=[N:43]1)[CH3:49]. (4) Given the reactants [CH3:1][C:2]1([CH3:20])[C:10]2[C:5](=[CH:6][CH:7]=[C:8](OS(C(F)(F)F)(=O)=O)[CH:9]=2)[C:4](=[O:19])[O:3]1.[S:21]1[CH:25]=[CH:24][C:23](B(O)O)=[CH:22]1.[F-].[K+], predict the reaction product. The product is: [CH3:20][C:2]1([CH3:1])[C:10]2[C:5](=[CH:6][CH:7]=[C:8]([C:23]3[CH:24]=[CH:25][S:21][CH:22]=3)[CH:9]=2)[C:4](=[O:19])[O:3]1. (5) Given the reactants [Br:1][C:2]1[C:3](F)=[C:4]2[C:10]([NH:11][C:12]([C:14]3[CH:15]=[N:16][N:17]([CH2:19][C:20]4[CH:25]=[CH:24][CH:23]=[CH:22][CH:21]=4)[CH:18]=3)=[O:13])=[CH:9][NH:8][C:5]2=[N:6][CH:7]=1.[C:27]([O:31][C:32](=[O:40])[NH:33][C@@H:34]1[CH2:39][CH2:38][CH2:37][NH:36][CH2:35]1)([CH3:30])([CH3:29])[CH3:28].C(O)CCC, predict the reaction product. The product is: [C:27]([O:31][C:32](=[O:40])[NH:33][C@@H:34]1[CH2:39][CH2:38][CH2:37][N:36]([C:3]2[C:2]([Br:1])=[CH:7][N:6]=[C:5]3[NH:8][CH:9]=[C:10]([NH:11][C:12]([C:14]4[CH:15]=[N:16][N:17]([CH2:19][C:20]5[CH:25]=[CH:24][CH:23]=[CH:22][CH:21]=5)[CH:18]=4)=[O:13])[C:4]=23)[CH2:35]1)([CH3:30])([CH3:28])[CH3:29]. (6) Given the reactants Br[C:2]1[CH:7]=[CH:6][C:5]([Cl:8])=[C:4]([O:9][CH3:10])[CH:3]=1.[CH:11]1([Mg]Br)[CH2:13][CH2:12]1.Cl, predict the reaction product. The product is: [Cl:8][C:5]1[CH:6]=[CH:7][C:2]([CH:11]2[CH2:13][CH2:12]2)=[CH:3][C:4]=1[O:9][CH3:10]. (7) Given the reactants [CH3:1][O:2][C:3]1[CH:4]=[C:5]2[C:10](=[CH:11][CH:12]=1)[N:9]=[C:8]([N:13]1[CH2:18][CH2:17][NH:16][CH2:15][CH2:14]1)[CH:7]=[CH:6]2.[CH3:19][C:20]1[CH:29]=[CH:28][C:27]2[C:22](=[CH:23][CH:24]=[C:25]3[O:33][CH2:32][C@H:31]([CH2:34]OS(C4C=CC(Br)=CC=4)(=O)=O)[O:30][C:26]3=2)[N:21]=1.C(=O)(O)[O-].[Na+], predict the reaction product. The product is: [CH3:1][O:2][C:3]1[CH:4]=[C:5]2[C:10](=[CH:11][CH:12]=1)[N:9]=[C:8]([N:13]1[CH2:18][CH2:17][N:16]([CH2:34][C@@H:31]3[O:30][C:26]4=[C:27]5[C:22](=[CH:23][CH:24]=[C:25]4[O:33][CH2:32]3)[N:21]=[C:20]([CH3:19])[CH:29]=[CH:28]5)[CH2:15][CH2:14]1)[CH:7]=[CH:6]2.